From a dataset of Catalyst prediction with 721,799 reactions and 888 catalyst types from USPTO. Predict which catalyst facilitates the given reaction. (1) Reactant: [CH2:1]([C:8]1[C:17]2[C:12](=[CH:13][CH:14]=[CH:15][CH:16]=2)[C:11]([N:18]2[CH2:23][CH2:22][N:21]([C:24]3[N:29]=[CH:28][C:27]([CH2:30][OH:31])=[CH:26][CH:25]=3)[CH2:20][CH2:19]2)=[N:10][N:9]=1)[C:2]1[CH:7]=[CH:6][CH:5]=[CH:4][CH:3]=1.[H-].[Na+].[CH3:34][N:35]([CH3:39])[C:36](Cl)=[O:37]. Product: [CH2:1]([C:8]1[C:17]2[C:12](=[CH:13][CH:14]=[CH:15][CH:16]=2)[C:11]([N:18]2[CH2:23][CH2:22][N:21]([C:24]3[N:29]=[CH:28][C:27]([CH2:30][O:31][C:36](=[O:37])[N:35]([CH3:39])[CH3:34])=[CH:26][CH:25]=3)[CH2:20][CH2:19]2)=[N:10][N:9]=1)[C:2]1[CH:7]=[CH:6][CH:5]=[CH:4][CH:3]=1. The catalyst class is: 1. (2) Reactant: [CH3:1][S:2]([C:5]1[CH:12]=[CH:11][C:8]([CH2:9][OH:10])=[CH:7][CH:6]=1)(=[O:4])=[O:3].[H-].[Na+].[C:15]([O:19][C:20]([N:22]1[CH2:27][CH2:26][CH:25]([C@H:28]2[CH2:30][C@H:29]2[CH2:31]I)[CH2:24][CH2:23]1)=[O:21])([CH3:18])([CH3:17])[CH3:16]. Product: [C:15]([O:19][C:20]([N:22]1[CH2:23][CH2:24][CH:25]([C@H:28]2[CH2:30][C@H:29]2[CH2:31][O:10][CH2:9][C:8]2[CH:11]=[CH:12][C:5]([S:2]([CH3:1])(=[O:3])=[O:4])=[CH:6][CH:7]=2)[CH2:26][CH2:27]1)=[O:21])([CH3:18])([CH3:16])[CH3:17]. The catalyst class is: 3. (3) Product: [CH2:1]([O:3][C:4]([C:5]1[CH:6]=[C:7]([C:9]2[CH:14]=[C:13]([CH:15]([CH3:17])[CH3:16])[C:12]([O:18][CH2:19][C:20]3[CH:25]=[CH:24][CH:23]=[CH:22][CH:21]=3)=[CH:11][C:10]=2[O:26][CH2:27][C:28]2[CH:33]=[CH:32][CH:31]=[CH:30][CH:29]=2)[O:8][N:37]=1)=[O:35])[CH3:2]. The catalyst class is: 8. Reactant: [CH2:1]([O:3][C:4](=[O:35])[C:5](O)=[CH:6][C:7]([C:9]1[CH:14]=[C:13]([CH:15]([CH3:17])[CH3:16])[C:12]([O:18][CH2:19][C:20]2[CH:25]=[CH:24][CH:23]=[CH:22][CH:21]=2)=[CH:11][C:10]=1[O:26][CH2:27][C:28]1[CH:33]=[CH:32][CH:31]=[CH:30][CH:29]=1)=[O:8])[CH3:2].Cl.[NH2:37]O. (4) Reactant: [CH3:1][O:2][C:3]1[CH:4]=[C:5]([C:11]2[CH2:15][CH2:14][NH:13][N:12]=2)[CH:6]=[CH:7][C:8]=1[O:9][CH3:10].CCN(C(C)C)C(C)C.[C:25]1([CH2:31][C:32](Cl)=[O:33])[CH:30]=[CH:29][CH:28]=[CH:27][CH:26]=1. Product: [CH3:1][O:2][C:3]1[CH:4]=[C:5]([C:11]2[CH2:15][CH2:14][N:13]([C:32](=[O:33])[CH2:31][C:25]3[CH:30]=[CH:29][CH:28]=[CH:27][CH:26]=3)[N:12]=2)[CH:6]=[CH:7][C:8]=1[O:9][CH3:10]. The catalyst class is: 2. (5) Reactant: [Cl:1][C:2]1[S:6][C:5]([CH:7]=[O:8])=[CH:4][C:3]=1[CH2:9][OH:10].[CH3:11][C:12]([Si:15](Cl)([CH3:17])[CH3:16])([CH3:14])[CH3:13].N1C=CN=C1. Product: [Si:15]([O:10][CH2:9][C:3]1[CH:4]=[C:5]([CH:7]=[O:8])[S:6][C:2]=1[Cl:1])([C:12]([CH3:14])([CH3:13])[CH3:11])([CH3:17])[CH3:16]. The catalyst class is: 2.